Dataset: Reaction yield outcomes from USPTO patents with 853,638 reactions. Task: Predict the reaction yield, written as a fraction of the theoretical maximum amount of product (1.0 means a 100% yield; for example, 0.34 means a 34% yield). The reactants are B(Br)(Br)Br.ClCCl.[F:8][C:9]([F:38])([F:37])[C:10]1[CH:11]=[C:12]([NH:20][C:21](=[O:36])[C:22]2[CH:27]=[CH:26][C:25]([C:28]3[CH:33]=[CH:32][CH:31]=[CH:30][CH:29]=3)=[CH:24][C:23]=2[O:34]C)[CH:13]=[C:14]([C:16]([F:19])([F:18])[F:17])[CH:15]=1. The catalyst is ClCCl.C(OCC)(=O)C. The product is [F:8][C:9]([F:37])([F:38])[C:10]1[CH:11]=[C:12]([NH:20][C:21](=[O:36])[C:22]2[CH:27]=[CH:26][C:25]([C:28]3[CH:33]=[CH:32][CH:31]=[CH:30][CH:29]=3)=[CH:24][C:23]=2[OH:34])[CH:13]=[C:14]([C:16]([F:17])([F:18])[F:19])[CH:15]=1. The yield is 0.716.